Dataset: Catalyst prediction with 721,799 reactions and 888 catalyst types from USPTO. Task: Predict which catalyst facilitates the given reaction. Reactant: [F:1][C:2]([F:11])([F:10])[C:3]1[CH:9]=[CH:8][C:6]([NH2:7])=[CH:5][CH:4]=1.N1C=CC=CC=1.[CH2:18]([O:20][CH:21](OCC)[CH2:22][C:23](Cl)=[O:24])[CH3:19]. Product: [CH2:18]([O:20]/[CH:21]=[CH:22]/[C:23]([NH:7][C:6]1[CH:8]=[CH:9][C:3]([C:2]([F:10])([F:11])[F:1])=[CH:4][CH:5]=1)=[O:24])[CH3:19]. The catalyst class is: 4.